This data is from Peptide-MHC class I binding affinity with 185,985 pairs from IEDB/IMGT. The task is: Regression. Given a peptide amino acid sequence and an MHC pseudo amino acid sequence, predict their binding affinity value. This is MHC class I binding data. (1) The peptide sequence is QPLQQYPL. The MHC is HLA-B54:01 with pseudo-sequence HLA-B54:01. The binding affinity (normalized) is 0. (2) The peptide sequence is SRKKGFLGL. The MHC is HLA-A02:01 with pseudo-sequence YFAMYGEKVAHTHVDTLYVRYHYYTWAVLAYTWY. The binding affinity (normalized) is 0.0847. (3) The peptide sequence is GLRALRETL. The MHC is HLA-A02:01 with pseudo-sequence HLA-A02:01. The binding affinity (normalized) is 0.339.